From a dataset of Choline transporter screen with 302,306 compounds. Binary Classification. Given a drug SMILES string, predict its activity (active/inactive) in a high-throughput screening assay against a specified biological target. (1) The molecule is s1c(c(c2c1nc(nc2SCC(=O)Nc1noc(c1)C)C)C)C. The result is 0 (inactive). (2) The compound is S1(=O)(=O)c2c(C(=O)c3c1cccc3)ccc(c2)C(=O)NCCc1ccccc1. The result is 0 (inactive). (3) The compound is S(C(=S)N1CCCCC1)CC(=O)c1ccccc1. The result is 0 (inactive). (4) The compound is O=C1N(C(=O)C2C1C1CC2C=C1)CCC(=O)N1CC(N(CC1)c1cc(ccc1)C)C. The result is 0 (inactive). (5) The drug is Clc1ccc(CN2CC(NC(=O)CCc3cc(OC)c(OC)cc3)CCC2)cc1. The result is 0 (inactive). (6) The compound is O(c1ncnc(c1c1ccccc1)c1ccccc1)C. The result is 0 (inactive).